This data is from Full USPTO retrosynthesis dataset with 1.9M reactions from patents (1976-2016). The task is: Predict the reactants needed to synthesize the given product. (1) Given the product [CH2:1]([O:3][C:4]([C:6]1[O:7][C:8]2[CH:15]=[CH:14][CH:13]=[C:12]([O:16][CH2:24][CH:25]3[CH2:27][CH2:26]3)[C:9]=2[C:10]=1[CH3:11])=[O:5])[CH3:2], predict the reactants needed to synthesize it. The reactants are: [CH2:1]([O:3][C:4]([C:6]1[O:7][C:8]2[CH:15]=[CH:14][CH:13]=[C:12]([OH:16])[C:9]=2[C:10]=1[CH3:11])=[O:5])[CH3:2].C(=O)([O-])[O-].[K+].[K+].Br[CH2:24][CH:25]1[CH2:27][CH2:26]1. (2) The reactants are: [CH3:1][Mg+].[Br-].Cl[C:5]1[C:14]([F:15])=[CH:13][C:12]2[C:7](=[CH:8][C:9]([O:16][CH3:17])=[CH:10][CH:11]=2)[N:6]=1.[OH-].[NH4+]. Given the product [F:15][C:14]1[C:5]([CH3:1])=[N:6][C:7]2[C:12]([CH:13]=1)=[CH:11][CH:10]=[C:9]([O:16][CH3:17])[CH:8]=2, predict the reactants needed to synthesize it. (3) Given the product [NH2:1][C:2]1[C:11]2[N:10]=[C:9]([C:12]3[CH:17]=[CH:16][CH:15]=[C:14]([F:18])[CH:13]=3)[CH:8]=[CH:7][C:6]=2[C:5]([C:19]([NH:36][CH:35]2[CH2:33][CH2:34]2)=[O:21])=[CH:4][N:3]=1, predict the reactants needed to synthesize it. The reactants are: [NH2:1][C:2]1[C:11]2[N:10]=[C:9]([C:12]3[CH:17]=[CH:16][CH:15]=[C:14]([F:18])[CH:13]=3)[CH:8]=[CH:7][C:6]=2[C:5]([C:19]([OH:21])=O)=[CH:4][N:3]=1.CN(C(ON1N=NC2[CH:33]=[CH:34][CH:35]=[N:36]C1=2)=[N+](C)C)C.F[P-](F)(F)(F)(F)F.C(N(CC)CC)C.C1(N)CC1. (4) Given the product [Br:1][C:2]1[CH:7]=[CH:6][C:5]([F:8])=[CH:4][C:3]=1[CH2:9][O:10][Si:17]([CH:24]([CH3:26])[CH3:25])([CH:21]([CH3:23])[CH3:22])[CH:18]([CH3:20])[CH3:19], predict the reactants needed to synthesize it. The reactants are: [Br:1][C:2]1[CH:7]=[CH:6][C:5]([F:8])=[CH:4][C:3]=1[CH2:9][OH:10].N1C=CN=C1.Cl[Si:17]([CH:24]([CH3:26])[CH3:25])([CH:21]([CH3:23])[CH3:22])[CH:18]([CH3:20])[CH3:19].O. (5) The reactants are: [O-][N+:2]1[CH:7]=[CH:6][CH:5]=[CH:4][C:3]=1[CH:8]([CH3:14])[C:9]([O:11][CH2:12][CH3:13])=[O:10].O=P(Cl)(Cl)[Cl:17]. Given the product [Cl:17][C:7]1[N:2]=[C:3]([CH:8]([CH3:14])[C:9]([O:11][CH2:12][CH3:13])=[O:10])[CH:4]=[CH:5][CH:6]=1, predict the reactants needed to synthesize it. (6) The reactants are: [CH:1]1[CH:6]=[N:5][CH:4]=[C:3]([C:7]2[CH2:11][CH2:10][CH2:9][N:8]=2)[CH:2]=1. Given the product [CH2:10]1[CH2:9][NH:8][CH:7]([C:3]2[CH:2]=[CH:1][CH:6]=[N:5][CH:4]=2)[CH2:11]1, predict the reactants needed to synthesize it. (7) Given the product [Cl:4][CH2:1][CH2:2][CH2:3][Si:15]([O:19][CH2:20][CH3:21])([O:16][CH2:17][CH3:18])[O:14][CH2:12][CH3:13], predict the reactants needed to synthesize it. The reactants are: [CH2:1]([Cl:4])[CH:2]=[CH2:3].CO[SiH](OC)OC.[CH2:12]([O:14][SiH:15]([O:19][CH2:20][CH3:21])[O:16][CH2:17][CH3:18])[CH3:13].